This data is from Full USPTO retrosynthesis dataset with 1.9M reactions from patents (1976-2016). The task is: Predict the reactants needed to synthesize the given product. (1) Given the product [O:4]1[C:5]2([CH2:6][CH2:7][N:8]([C:11]3[N:16]=[CH:15][C:14]([NH:17][C:33]([C:26]4[S:27][C:28]([C:29]([F:32])([F:30])[F:31])=[C:24]([C:18]5[CH:23]=[CH:22][CH:21]=[CH:20][CH:19]=5)[CH:25]=4)=[O:34])=[CH:13][CH:12]=3)[CH2:9][CH2:10]2)[O:1][CH2:2][CH2:3]1, predict the reactants needed to synthesize it. The reactants are: [O:1]1[C:5]2([CH2:10][CH2:9][N:8]([C:11]3[N:16]=[CH:15][C:14]([NH2:17])=[CH:13][CH:12]=3)[CH2:7][CH2:6]2)[O:4][CH2:3][CH2:2]1.[C:18]1([C:24]2[CH:25]=[C:26]([C:33](O)=[O:34])[S:27][C:28]=2[C:29]([F:32])([F:31])[F:30])[CH:23]=[CH:22][CH:21]=[CH:20][CH:19]=1. (2) Given the product [CH2:1]([O:5][CH2:6][CH2:7][O:8][C:9]1[CH:14]=[CH:13][C:12]([C:15]2[CH:16]=[CH:17][C:18]3[N:24]([CH2:25][CH2:26][CH3:27])[CH2:23][CH2:22][C:21]([C:28]([NH:30][C:31]4[CH:32]=[N:33][C:34]([S:37]([CH2:38][C:39]5[N:40]([CH2:44][CH2:45][CH3:46])[CH:41]=[CH:42][N:43]=5)=[O:56])=[CH:35][CH:36]=4)=[O:29])=[CH:20][C:19]=3[CH:47]=2)=[CH:11][CH:10]=1)[CH2:2][CH2:3][CH3:4], predict the reactants needed to synthesize it. The reactants are: [CH2:1]([O:5][CH2:6][CH2:7][O:8][C:9]1[CH:14]=[CH:13][C:12]([C:15]2[CH:16]=[CH:17][C:18]3[N:24]([CH2:25][CH2:26][CH3:27])[CH2:23][CH2:22][C:21]([C:28]([NH:30][C:31]4[CH:32]=[N:33][C:34]([S:37][CH2:38][C:39]5[N:40]([CH2:44][CH2:45][CH3:46])[CH:41]=[CH:42][N:43]=5)=[CH:35][CH:36]=4)=[O:29])=[CH:20][C:19]=3[CH:47]=2)=[CH:11][CH:10]=1)[CH2:2][CH2:3][CH3:4].ClC1C=CC=C(C(OO)=[O:56])C=1.S([O-])([O-])(=O)=S.[Na+].[Na+]. (3) The reactants are: [Br:1][C:2]1[CH:3]=[C:4]([CH:8]=[CH:9][CH:10]=1)[C:5](Cl)=[O:6].[CH3:11][O:12][C:13]1[CH:14]=[C:15]([C:19]2([OH:25])[CH2:24][CH2:23][CH2:22][NH:21][CH2:20]2)[CH:16]=[CH:17][CH:18]=1. Given the product [Br:1][C:2]1[CH:3]=[C:4]([C:5]([N:21]2[CH2:22][CH2:23][CH2:24][C:19]([OH:25])([C:15]3[CH:16]=[CH:17][CH:18]=[C:13]([O:12][CH3:11])[CH:14]=3)[CH2:20]2)=[O:6])[CH:8]=[CH:9][CH:10]=1, predict the reactants needed to synthesize it. (4) Given the product [CH2:1]([N:8]1[CH2:25][CH:24]([CH:26]=[CH2:27])[O:23][C:10]2([CH2:11][CH2:12][N:13]([C:37]([C:36]3[CH:40]=[CH:41][C:33]([O:32][CH:29]([CH3:30])[CH3:31])=[C:34]([CH3:42])[CH:35]=3)=[O:39])[CH2:14][CH2:15]2)[CH2:9]1)[C:2]1[CH:3]=[CH:4][CH:5]=[CH:6][CH:7]=1, predict the reactants needed to synthesize it. The reactants are: [CH2:1]([N:8]1[CH2:25][CH:24]([CH:26]=[CH2:27])[O:23][C:10]2([CH2:15][CH2:14][N:13](C(OC(C)(C)C)=O)[CH2:12][CH2:11]2)[CH2:9]1)[C:2]1[CH:7]=[CH:6][CH:5]=[CH:4][CH:3]=1.Cl.[CH:29]([O:32][C:33]1[CH:41]=[CH:40][C:36]([C:37]([OH:39])=O)=[CH:35][C:34]=1[CH3:42])([CH3:31])[CH3:30].CN(C(ON1N=NC2C=CC=NC1=2)=[N+](C)C)C.F[P-](F)(F)(F)(F)F.C(N(CC)CC)C. (5) Given the product [CH3:21][CH:22]1[CH2:27][CH2:26][CH2:25][CH2:24][CH:23]1[NH:28][C:5](=[O:6])[C:4]1[CH:3]=[C:2]([F:1])[C:10]([O:11][CH2:12][C:13]#[CH:14])=[C:9]([F:15])[CH:8]=1, predict the reactants needed to synthesize it. The reactants are: [F:1][C:2]1[CH:3]=[C:4]([CH:8]=[C:9]([F:15])[C:10]=1[O:11][CH2:12][C:13]#[CH:14])[C:5](Cl)=[O:6].O1CCCC1.[CH3:21][CH:22]1[CH2:27][CH2:26][CH2:25][CH2:24][CH:23]1[NH2:28].